From a dataset of Catalyst prediction with 721,799 reactions and 888 catalyst types from USPTO. Predict which catalyst facilitates the given reaction. (1) Reactant: [CH3:1][O:2][C:3]1[CH:4]=[CH:5][C:6]2[O:10][C:9]([CH:11]([NH:18][C:19]3[CH:27]=[CH:26][C:22](C(O)=O)=[CH:21][CH:20]=3)[C:12]3[CH:17]=[CH:16][CH:15]=[CH:14][CH:13]=3)=[C:8]([CH3:28])[C:7]=2[CH:29]=1.CNC[CH2:33][C:34]([O:36]CC)=O.[OH2:39].ON1C2C=CC=CC=2N=N1.Cl.C(N=C=N[CH2:56][CH2:57][CH2:58][N:59]([CH3:61])[CH3:60])C.[OH2:62]. Product: [CH3:1][O:2][C:3]1[CH:4]=[CH:5][C:6]2[O:10][C:9]([CH:11]([NH:18][C:19]3[CH:20]=[CH:21][C:22]([C:61]([N:59]([CH3:60])[CH2:58][CH2:57][C:56]([O:36][CH2:34][CH3:33])=[O:62])=[O:39])=[CH:26][CH:27]=3)[C:12]3[CH:13]=[CH:14][CH:15]=[CH:16][CH:17]=3)=[C:8]([CH3:28])[C:7]=2[CH:29]=1. The catalyst class is: 289. (2) Reactant: COC1C=CC(C[N:8]2[C:16]3[C:11](=[CH:12][C:13]([O:17][CH2:18][CH2:19][CH2:20][OH:21])=[CH:14][CH:15]=3)[C:10]([C:22]3[N:23]=[N:24][N:25]([C:27]4[CH:32]=[CH:31][C:30]([C:33]([N:35]5[CH2:40][CH2:39][O:38][CH2:37][CH2:36]5)=[O:34])=[CH:29][CH:28]=4)[CH:26]=3)=[N:9]2)=CC=1.C1(OC)C=CC=CC=1. Product: [N:35]1([C:33]([C:30]2[CH:31]=[CH:32][C:27]([N:25]3[CH:26]=[C:22]([C:10]4[C:11]5[C:16](=[CH:15][CH:14]=[C:13]([O:17][CH2:18][CH2:19][CH2:20][OH:21])[CH:12]=5)[NH:8][N:9]=4)[N:23]=[N:24]3)=[CH:28][CH:29]=2)=[O:34])[CH2:36][CH2:37][O:38][CH2:39][CH2:40]1. The catalyst class is: 484. (3) Reactant: [C:1]([C:3]1([OH:9])[CH2:8][CH2:7][CH2:6][CH2:5][CH2:4]1)#[CH:2].C([Li])CCC.[C:15]1([CH3:23])[CH:20]=[CH:19][C:18]([CH:21]=[O:22])=[CH:17][CH:16]=1. Product: [OH:22][CH:21]([C:18]1[CH:19]=[CH:20][C:15]([CH3:23])=[CH:16][CH:17]=1)[C:2]#[C:1][C:3]1([OH:9])[CH2:8][CH2:7][CH2:6][CH2:5][CH2:4]1. The catalyst class is: 7. (4) Reactant: Cl[C:2]1[C:7]([N+:8]([O-:10])=[O:9])=[C:6]([NH:11][C:12](=[O:14])[CH3:13])[CH:5]=[C:4]([Cl:15])[N:3]=1.[N:16]1[C:25]2[C:20](=[CH:21][C:22]([CH2:26][NH2:27])=[CH:23][CH:24]=2)[CH:19]=[CH:18][CH:17]=1.CCN(CC)CC. Product: [Cl:15][C:4]1[N:3]=[C:2]([NH:27][CH2:26][C:22]2[CH:21]=[C:20]3[C:25](=[CH:24][CH:23]=2)[N:16]=[CH:17][CH:18]=[CH:19]3)[C:7]([N+:8]([O-:10])=[O:9])=[C:6]([NH:11][C:12](=[O:14])[CH3:13])[CH:5]=1. The catalyst class is: 23. (5) Reactant: [CH2:1]([N:8]1[CH2:13][C@H:12]([CH3:14])[NH:11][CH2:10][C@H:9]1[CH3:15])[C:2]1[CH:7]=[CH:6][CH:5]=[CH:4][CH:3]=1.F[C:17]1[CH:24]=[CH:23][C:20]([C:21]#[N:22])=[C:19]([C:25]([F:28])([F:27])[F:26])[CH:18]=1. Product: [CH2:1]([N:8]1[C@H:9]([CH3:15])[CH2:10][N:11]([C:17]2[CH:24]=[CH:23][C:20]([C:21]#[N:22])=[C:19]([C:25]([F:26])([F:28])[F:27])[CH:18]=2)[C@@H:12]([CH3:14])[CH2:13]1)[C:2]1[CH:7]=[CH:6][CH:5]=[CH:4][CH:3]=1. The catalyst class is: 17.